Dataset: Forward reaction prediction with 1.9M reactions from USPTO patents (1976-2016). Task: Predict the product of the given reaction. (1) The product is: [CH2:10]([N:9]1[C:5](=[O:41])[C:6]2[C:36](=[CH:4][C:5]([Cl:1])=[CH:6][CH:7]=2)[N:37]=[C:38]1[CH:39]1[CH2:33][CH2:34][NH:30][C:28](=[O:29])[N:35]1[CH2:16][C:11]1[CH:10]=[CH:27][C:25]([CH3:26])=[CH:13][CH:12]=1)[C:11]1[CH:12]=[CH:13][CH:14]=[CH:15][CH:16]=1.[CH3:17][C:14]1[CH:15]=[CH:16][C:11]([CH2:10][N:9]2[CH:5]([C:4]([OH:3])=[O:18])[CH2:6][CH2:7][NH:8][C:28]2=[O:29])=[CH:12][CH:13]=1. Given the reactants [ClH:1].C[O:3][C:4](=[O:18])[CH:5]([NH:9][CH2:10][C:11]1[CH:16]=[CH:15][C:14]([CH3:17])=[CH:13][CH:12]=1)[CH2:6][CH2:7][NH2:8].CCN([CH:25]([CH3:27])[CH3:26])C(C)C.[C:28]([N:35]1[CH:39]=[CH:38][N:37]=[CH:36]1)([N:30]1[CH:34]=[CH:33]N=C1)=[O:29].[Li+].[OH-:41], predict the reaction product. (2) The product is: [OH:35][C@H:22]([C:23]1[CH:28]=[CH:27][C:26]([OH:29])=[C:25]([NH:30][S:31]([CH3:34])(=[O:32])=[O:33])[CH:24]=1)[CH2:21][NH:20][CH:17]1[CH2:18][CH2:19][N:14]([C:11]2[CH:10]=[CH:9][C:8]([C:7]([NH:6][CH2:5][C:4]([OH:37])=[O:3])=[O:36])=[CH:13][CH:12]=2)[CH2:15][CH2:16]1. Given the reactants C([O:3][C:4](=[O:37])[CH2:5][NH:6][C:7](=[O:36])[C:8]1[CH:13]=[CH:12][C:11]([N:14]2[CH2:19][CH2:18][CH:17]([NH:20][CH2:21][C@H:22]([OH:35])[C:23]3[CH:28]=[CH:27][C:26]([OH:29])=[C:25]([NH:30][S:31]([CH3:34])(=[O:33])=[O:32])[CH:24]=3)[CH2:16][CH2:15]2)=[CH:10][CH:9]=1)C.[OH-].[Na+], predict the reaction product. (3) Given the reactants CCN=C=NCCCN(C)C.Cl.Cl.C1C=CC2N(O)N=NC=2C=1.O.[F:25][C:26]1[CH:31]=[CH:30][C:29]([C:32]2[C:40]3[C:35](=[CH:36][CH:37]=[C:38]([NH2:41])[CH:39]=3)[N:34]([C:42]([C:55]3[CH:60]=[CH:59][CH:58]=[CH:57][CH:56]=3)([C:49]3[CH:54]=[CH:53][CH:52]=[CH:51][CH:50]=3)[C:43]3[CH:48]=[CH:47][CH:46]=[CH:45][CH:44]=3)[N:33]=2)=[CH:28][CH:27]=1.[CH:61]([N:63]([CH3:93])[C:64]1([C:90](O)=[O:91])[CH2:68][CH2:67][N:66]([CH2:69][C:70](=[O:89])[N:71]2[CH2:76][CH:75]=[C:74]([C:77]3[CH:82]=[CH:81][C:80]([C:83]4[N:88]=[CH:87][CH:86]=[CH:85][N:84]=4)=[CH:79][CH:78]=3)[CH2:73][CH2:72]2)[CH2:65]1)=[O:62].[Li], predict the reaction product. The product is: [F:25][C:26]1[CH:27]=[CH:28][C:29]([C:32]2[C:40]3[C:35](=[CH:36][CH:37]=[C:38]([NH:41][C:90]([C:64]4([N:63]([CH:61]=[O:62])[CH3:93])[CH2:68][CH2:67][N:66]([CH2:69][C:70](=[O:89])[N:71]5[CH2:72][CH:73]=[C:74]([C:77]6[CH:78]=[CH:79][C:80]([C:83]7[N:88]=[CH:87][CH:86]=[CH:85][N:84]=7)=[CH:81][CH:82]=6)[CH2:75][CH2:76]5)[CH2:65]4)=[O:91])[CH:39]=3)[N:34]([C:42]([C:49]3[CH:50]=[CH:51][CH:52]=[CH:53][CH:54]=3)([C:55]3[CH:56]=[CH:57][CH:58]=[CH:59][CH:60]=3)[C:43]3[CH:48]=[CH:47][CH:46]=[CH:45][CH:44]=3)[N:33]=2)=[CH:30][CH:31]=1. (4) Given the reactants [NH:1]1[CH2:7][CH2:6][CH2:5][CH2:4][C@H:3]([NH2:8])[CH2:2]1.[CH2:9]([O:16][C:17](ON1C(=O)CCC1=O)=[O:18])[C:10]1[CH:15]=[CH:14][CH:13]=[CH:12][CH:11]=1.C1(=O)NC(=O)CC1.C1C=C2C(C(O)(O)C(=O)C2=CC=1)=O.[NH4+].[OH-].Cl, predict the reaction product. The product is: [NH2:8][C@H:3]1[CH2:4][CH2:5][CH2:6][CH2:7][N:1]([C:17]([O:16][CH2:9][C:10]2[CH:15]=[CH:14][CH:13]=[CH:12][CH:11]=2)=[O:18])[CH2:2]1. (5) Given the reactants [C:1]([C:4]1[S:8][C:7]([CH3:9])=[C:6]([C:10]2[CH2:14][CH2:13][CH2:12][C:11]=2[C:15]2[CH:16]=[C:17]([C:21]([O:23]CC)=[O:22])[S:18][C:19]=2[CH3:20])[CH:5]=1)(=[O:3])[CH3:2].[Li+].[OH-].Cl, predict the reaction product. The product is: [C:1]([C:4]1[S:8][C:7]([CH3:9])=[C:6]([C:10]2[CH2:14][CH2:13][CH2:12][C:11]=2[C:15]2[CH:16]=[C:17]([C:21]([OH:23])=[O:22])[S:18][C:19]=2[CH3:20])[CH:5]=1)(=[O:3])[CH3:2].